This data is from Forward reaction prediction with 1.9M reactions from USPTO patents (1976-2016). The task is: Predict the product of the given reaction. (1) Given the reactants F[P-](F)(F)(F)(F)F.N1(O[P+](N(C)C)(N(C)C)N(C)C)C2C=CC=CC=2N=N1.C(N(CC)CC)C.[OH:35][C:36]1([C@@H:42]([C:46]2[CH:51]=[CH:50][CH:49]=[C:48]([O:52][C:53]([F:56])([F:55])[F:54])[CH:47]=2)[C:43]([OH:45])=O)[CH2:41][CH2:40][CH2:39][CH2:38][CH2:37]1.[CH3:57][C@H:58]1[CH2:63][NH:62][CH2:61][C@@H:60]([CH3:64])[NH:59]1, predict the reaction product. The product is: [CH3:57][CH:58]1[NH:59][CH:60]([CH3:64])[CH2:61][N:62]([C:43](=[O:45])[C@@H:42]([C:36]2([OH:35])[CH2:37][CH2:38][CH2:39][CH2:40][CH2:41]2)[C:46]2[CH:51]=[CH:50][CH:49]=[C:48]([O:52][C:53]([F:56])([F:54])[F:55])[CH:47]=2)[CH2:63]1. (2) Given the reactants [CH2:1]([C@@H:8]([CH2:12][CH2:13][C@H:14]([CH2:18][CH3:19])[C:15]([OH:17])=O)[C:9]([OH:11])=O)[C:2]1[CH:7]=[CH:6][CH:5]=[CH:4][CH:3]=1.[NH2:20][C@H:21]1[CH2:27][CH2:26][S:25][C@H:24]2[CH2:28][CH2:29][CH2:30][C@@H:31]([C:32]([O:34][CH3:35])=[O:33])[N:23]2[C:22]1=[O:36], predict the reaction product. The product is: [CH2:1]([C@H:8]([C:9]([NH:20][C@H:21]1[CH2:27][CH2:26][S:25][C@H:24]2[CH2:28][CH2:29][CH2:30][C@@H:31]([C:32]([O:34][CH3:35])=[O:33])[N:23]2[C:22]1=[O:36])=[O:11])[CH2:12][CH2:13][C@H:14]([CH2:18][CH3:19])[C:15]([NH:20][C@H:21]1[CH2:27][CH2:26][S:25][C@H:24]2[CH2:28][CH2:29][CH2:30][C@@H:31]([C:32]([O:34][CH3:35])=[O:33])[N:23]2[C:22]1=[O:36])=[O:17])[C:2]1[CH:3]=[CH:4][CH:5]=[CH:6][CH:7]=1. (3) Given the reactants Cl.[CH:2]12[NH:10][CH:6]([CH2:7][CH2:8][CH2:9]1)[CH2:5][O:4][CH2:3]2.[CH:11]([N:14](CC)C(C)C)(C)[CH3:12].BrCC#N.[I-].[Na+], predict the reaction product. The product is: [CH:6]12[N:10]([CH2:12][C:11]#[N:14])[CH:2]([CH2:9][CH2:8][CH2:7]1)[CH2:3][O:4][CH2:5]2. (4) Given the reactants [Cl:1][C:2]1[CH:7]=[CH:6][CH:5]=[C:4]([Cl:8])[C:3]=1[C:9]1[C:13]([CH:14]=O)=[C:12]([CH:16]([CH3:18])[CH3:17])[O:11][N:10]=1.[NH2:19][C:20]1[S:21][C:22]2[CH:28]=[C:27]([C:29]3[CH:30]=[C:31]([CH:36]=[CH:37][CH:38]=3)[C:32]([O:34][CH3:35])=[O:33])[CH:26]=[CH:25][C:23]=2[N:24]=1.C([Sn](Cl)(Cl)CCCC)CCC.C1([SiH3])C=CC=CC=1, predict the reaction product. The product is: [Cl:1][C:2]1[CH:7]=[CH:6][CH:5]=[C:4]([Cl:8])[C:3]=1[C:9]1[C:13]([CH2:14][NH:19][C:20]2[S:21][C:22]3[CH:28]=[C:27]([C:29]4[CH:30]=[C:31]([CH:36]=[CH:37][CH:38]=4)[C:32]([O:34][CH3:35])=[O:33])[CH:26]=[CH:25][C:23]=3[N:24]=2)=[C:12]([CH:16]([CH3:18])[CH3:17])[O:11][N:10]=1. (5) Given the reactants [F:8][C:7]([F:10])([F:9])[C:6](O[C:6](=[O:11])[C:7]([F:10])([F:9])[F:8])=[O:11].[Br:14][C:15]1[CH:16]=[CH:17][C:18]([NH2:21])=[N:19][CH:20]=1.N1C=CC=CC=1, predict the reaction product. The product is: [Br:14][C:15]1[CH:16]=[CH:17][C:18]([NH:21][C:6](=[O:11])[C:7]([F:8])([F:9])[F:10])=[N:19][CH:20]=1. (6) Given the reactants [OH-].[Na+].[Cl:3][C:4]1[CH:9]=[CH:8][CH:7]=[C:6]([Cl:10])[C:5]=1[C:11]1[C:15]([CH2:16][O:17][C:18]2[CH:23]=[CH:22][C:21]([C:24]3[CH:25]=[C:26]4[C:31](=[CH:32][CH:33]=3)[N:30]=[C:29]([C:34]([O:36]CC)=[O:35])[N:28]=[C:27]4[CH3:39])=[CH:20][CH:19]=2)=[C:14]([CH:40]([CH3:42])[CH3:41])[O:13][N:12]=1.Cl.O, predict the reaction product. The product is: [Cl:3][C:4]1[CH:9]=[CH:8][CH:7]=[C:6]([Cl:10])[C:5]=1[C:11]1[C:15]([CH2:16][O:17][C:18]2[CH:19]=[CH:20][C:21]([C:24]3[CH:25]=[C:26]4[C:31](=[CH:32][CH:33]=3)[N:30]=[C:29]([C:34]([OH:36])=[O:35])[N:28]=[C:27]4[CH3:39])=[CH:22][CH:23]=2)=[C:14]([CH:40]([CH3:42])[CH3:41])[O:13][N:12]=1. (7) Given the reactants [O:1]=[C:2]1[C:15]2[CH:14]=[C:13]([C:16]([OH:18])=[O:17])[CH:12]=[CH:11][C:10]=2[S:9][C:8]2[C:3]1=[CH:4][CH:5]=[CH:6][CH:7]=2.C(#N)C.[CH2:22]([O:26][C:27](=[O:31])[C:28]([CH3:30])=[CH2:29])[CH:23]1[O:25][CH2:24]1, predict the reaction product. The product is: [OH:25][CH:23]([CH2:22][O:26][C:27](=[O:31])[C:28]([CH3:30])=[CH2:29])[CH2:24][O:17][C:16]([C:13]1[CH:12]=[CH:11][C:10]2[S:9][C:8]3[C:3](=[CH:4][CH:5]=[CH:6][CH:7]=3)[C:2](=[O:1])[C:15]=2[CH:14]=1)=[O:18].